The task is: Predict the product of the given reaction.. This data is from Forward reaction prediction with 1.9M reactions from USPTO patents (1976-2016). (1) Given the reactants C(N(CC)CC)C.[N:8]1[CH:13]=[CH:12][C:11]([C:14]([OH:16])=[O:15])=[CH:10][CH:9]=1.CN(C(F)=[N+](C)C)C.F[P-](F)(F)(F)(F)F.[NH2:32][C:33](=[N:77][C:78](=[O:85])[C:79]1[CH:84]=[CH:83][CH:82]=[CH:81][CH:80]=1)[C:34]1[CH:39]=[CH:38][C:37]([NH:40][CH:41]([C:64]2[CH:69]=[C:68]([O:70][CH3:71])[CH:67]=[C:66]([O:72][CH2:73][CH2:74]O)[C:65]=2[F:76])[C:42]2[N:43]=[C:44]([O:53][CH2:54][O:55][C:56](=[O:63])[C:57]([CH3:62])([CH3:61])[CH2:58][O:59][CH3:60])[N:45]([C:47]3[N:52]=[CH:51][CH:50]=[CH:49][N:48]=3)[N:46]=2)=[CH:36][CH:35]=1, predict the reaction product. The product is: [NH2:32][C:33](=[N:77][C:78](=[O:85])[C:79]1[CH:80]=[CH:81][CH:82]=[CH:83][CH:84]=1)[C:34]1[CH:39]=[CH:38][C:37]([NH:40][CH:41]([C:42]2[N:43]=[C:44]([O:53][CH2:54][O:55][C:56](=[O:63])[C:57]([CH3:62])([CH3:61])[CH2:58][O:59][CH3:60])[N:45]([C:47]3[N:52]=[CH:51][CH:50]=[CH:49][N:48]=3)[N:46]=2)[C:64]2[C:65]([F:76])=[C:66]([CH:67]=[C:68]([O:70][CH3:71])[CH:69]=2)[O:72][CH2:73][CH2:74][O:15][C:14]([C:11]2[CH:12]=[CH:13][N:8]=[CH:9][CH:10]=2)=[O:16])=[CH:36][CH:35]=1. (2) Given the reactants O[CH2:2][C:3]1[CH:8]=[CH:7][C:6]([OH:9])=[CH:5][CH:4]=1.Br[CH2:11][C:12]([O:14][C:15]([CH3:18])([CH3:17])[CH3:16])=[O:13].C(=O)([O-])[O-].[K+].[K+].[N-:25]=[N+:26]=[N-:27].[Na+], predict the reaction product. The product is: [N:25]([CH2:2][C:3]1[CH:8]=[CH:7][C:6]([O:9][CH2:11][C:12]([O:14][C:15]([CH3:18])([CH3:17])[CH3:16])=[O:13])=[CH:5][CH:4]=1)=[N+:26]=[N-:27]. (3) The product is: [F:1][C:2]([F:22])([F:23])[C:3]1[CH:21]=[CH:20][C:6]([CH2:7][O:8][C:9]2[C:18]([CH3:19])=[CH:17][CH:16]=[CH:15][C:10]=2[C:11]([OH:13])=[O:12])=[CH:5][CH:4]=1. Given the reactants [F:1][C:2]([F:23])([F:22])[C:3]1[CH:21]=[CH:20][C:6]([CH2:7][O:8][C:9]2[C:18]([CH3:19])=[CH:17][CH:16]=[CH:15][C:10]=2[C:11]([O:13]C)=[O:12])=[CH:5][CH:4]=1, predict the reaction product.